From a dataset of Forward reaction prediction with 1.9M reactions from USPTO patents (1976-2016). Predict the product of the given reaction. Given the reactants [Cl:1][C:2]1[CH:37]=[CH:36][CH:35]=[CH:34][C:3]=1[CH2:4][NH:5][C:6]1[N:11]=[C:10]([F:12])[C:9]([CH:13]([C:15]2[C:23]3[C:18](=[N:19][CH:20]=[CH:21][CH:22]=3)[N:17]([Si](C(C)C)(C(C)C)C(C)C)[CH:16]=2)O)=[CH:8][CH:7]=1.C([SiH](CC)CC)C.FC(F)(F)C(O)=O.C(=O)([O-])[O-].[K+].[K+], predict the reaction product. The product is: [Cl:1][C:2]1[CH:37]=[CH:36][CH:35]=[CH:34][C:3]=1[CH2:4][NH:5][C:6]1[CH:7]=[CH:8][C:9]([CH2:13][C:15]2[C:23]3[C:18](=[N:19][CH:20]=[CH:21][CH:22]=3)[NH:17][CH:16]=2)=[C:10]([F:12])[N:11]=1.